Dataset: Full USPTO retrosynthesis dataset with 1.9M reactions from patents (1976-2016). Task: Predict the reactants needed to synthesize the given product. Given the product [CH3:1][NH:2][C:3]([C:5]1[CH:6]=[N:7][C:8]([O:11][C:12]2[CH:22]=[CH:21][C:15]3[CH2:16][CH2:17][N:18]([CH:25]4[CH2:26][CH2:27][CH2:28][CH:24]4[CH3:23])[CH2:19][CH2:20][C:14]=3[CH:13]=2)=[CH:9][CH:10]=1)=[O:4], predict the reactants needed to synthesize it. The reactants are: [CH3:1][NH:2][C:3]([C:5]1[CH:6]=[N:7][C:8]([O:11][C:12]2[CH:22]=[CH:21][C:15]3[CH2:16][CH2:17][NH:18][CH2:19][CH2:20][C:14]=3[CH:13]=2)=[CH:9][CH:10]=1)=[O:4].[CH3:23][CH:24]1[CH2:28][CH2:27][CH2:26][C:25]1=O.